From a dataset of Forward reaction prediction with 1.9M reactions from USPTO patents (1976-2016). Predict the product of the given reaction. (1) Given the reactants [C:1]([O:5][C:6](=[O:41])[NH:7][C:8]([CH3:40])([CH3:39])/[CH:9]=[CH:10]/[C:11]1[CH:16]=[CH:15][C:14]([N:17]2[CH2:21][C:20](=[O:22])[N:19](CC[Si](C)(C)C)[S:18]2(=[O:30])=[O:29])=[C:13]([O:31][CH2:32][C:33]2[CH:38]=[CH:37][CH:36]=[CH:35][CH:34]=2)[CH:12]=1)([CH3:4])([CH3:3])[CH3:2].[F-].[Cs+], predict the reaction product. The product is: [C:1]([O:5][C:6](=[O:41])[NH:7][C:8]([CH3:40])([CH3:39])/[CH:9]=[CH:10]/[C:11]1[CH:16]=[CH:15][C:14]([N:17]2[CH2:21][C:20](=[O:22])[NH:19][S:18]2(=[O:30])=[O:29])=[C:13]([O:31][CH2:32][C:33]2[CH:34]=[CH:35][CH:36]=[CH:37][CH:38]=2)[CH:12]=1)([CH3:4])([CH3:2])[CH3:3]. (2) Given the reactants [S:1]1[CH:5]=[CH:4][CH:3]=[C:2]1[CH:6]=O.[NH2:8][CH2:9][CH2:10][C:11]#[N:12].C(O)(=O)C.C(O[BH-](OC(=O)C)OC(=O)C)(=O)C.[Na+], predict the reaction product. The product is: [S:1]1[CH:5]=[CH:4][CH:3]=[C:2]1[CH2:6][NH:12][CH2:11][CH2:10][C:9]#[N:8]. (3) Given the reactants [NH2:1][C@H:2]([C:5]1[CH:10]=[CH:9][CH:8]=[CH:7][CH:6]=1)[CH2:3][OH:4].[CH3:11][C:12]([O:15][C:16](O[C:16]([O:15][C:12]([CH3:14])([CH3:13])[CH3:11])=[O:17])=[O:17])([CH3:14])[CH3:13], predict the reaction product. The product is: [C:12]([O:15][C:16](=[O:17])[NH:1][C@H:2]([C:5]1[CH:10]=[CH:9][CH:8]=[CH:7][CH:6]=1)[CH2:3][OH:4])([CH3:14])([CH3:13])[CH3:11]. (4) Given the reactants [ClH:1].[CH2:2]=O.[CH2:4]([O:11][CH2:12][CH:13]([CH2:15][O:16][CH2:17][C:18]1[CH:23]=[CH:22][CH:21]=[CH:20][CH:19]=1)[OH:14])[C:5]1[CH:10]=[CH:9][CH:8]=[CH:7][CH:6]=1, predict the reaction product. The product is: [Cl:1][CH2:2][O:14][CH:13]([CH2:15][O:16][CH2:17][C:18]1[CH:19]=[CH:20][CH:21]=[CH:22][CH:23]=1)[CH2:12][O:11][CH2:4][C:5]1[CH:6]=[CH:7][CH:8]=[CH:9][CH:10]=1. (5) The product is: [F:1][C:2]1[CH:7]=[CH:6][C:5]([O:8][CH3:9])=[CH:4][C:3]=1[C:10]1[CH:15]=[CH:14][C:13]([OH:16])=[CH:12][C:11]=1[CH:17]1[CH2:18][C:19]([CH3:26])([CH3:25])[O:20][C:21]([CH3:24])([CH3:23])[CH2:22]1. Given the reactants [F:1][C:2]1[CH:7]=[CH:6][C:5]([O:8][CH3:9])=[CH:4][C:3]=1[C:10]1[CH:15]=[CH:14][C:13]([OH:16])=[CH:12][C:11]=1[C:17]1[CH2:18][C:19]([CH3:26])([CH3:25])[O:20][C:21]([CH3:24])([CH3:23])[CH:22]=1, predict the reaction product. (6) Given the reactants [CH3:1][N:2]1[CH2:7][CH2:6][N:5]([C:8]2[CH:13]=[CH:12][C:11]([NH2:14])=[CH:10][CH:9]=2)[CH2:4][CH2:3]1.[Cl:15][C:16]1[CH:17]=[C:18]([N:23]=[C:24]=[O:25])[CH:19]=[CH:20][C:21]=1[Cl:22], predict the reaction product. The product is: [Cl:15][C:16]1[CH:17]=[C:18]([NH:23][C:24]([NH:14][C:11]2[CH:12]=[CH:13][C:8]([N:5]3[CH2:4][CH2:3][N:2]([CH3:1])[CH2:7][CH2:6]3)=[CH:9][CH:10]=2)=[O:25])[CH:19]=[CH:20][C:21]=1[Cl:22].